Dataset: Full USPTO retrosynthesis dataset with 1.9M reactions from patents (1976-2016). Task: Predict the reactants needed to synthesize the given product. Given the product [CH:9]1([C:12]2[CH:13]=[C:14]([CH3:33])[C:15]([N:18]3[CH2:23][CH2:22][N:21]([C:24]([C:26]4[CH:31]=[CH:30][C:29]([N:4]5[CH2:3][C@@H:2]([CH3:1])[CH2:6][S:5]5(=[O:8])=[O:7])=[CH:28][CH:27]=4)=[O:25])[CH2:20][CH2:19]3)=[N:16][CH:17]=2)[CH2:10][CH2:11]1, predict the reactants needed to synthesize it. The reactants are: [CH3:1][C@H:2]1[CH2:6][S:5](=[O:8])(=[O:7])[NH:4][CH2:3]1.[CH:9]1([C:12]2[CH:13]=[C:14]([CH3:33])[C:15]([N:18]3[CH2:23][CH2:22][N:21]([C:24]([C:26]4[CH:31]=[CH:30][C:29](I)=[CH:28][CH:27]=4)=[O:25])[CH2:20][CH2:19]3)=[N:16][CH:17]=2)[CH2:11][CH2:10]1.